This data is from NCI-60 drug combinations with 297,098 pairs across 59 cell lines. The task is: Regression. Given two drug SMILES strings and cell line genomic features, predict the synergy score measuring deviation from expected non-interaction effect. Drug 1: CNC(=O)C1=NC=CC(=C1)OC2=CC=C(C=C2)NC(=O)NC3=CC(=C(C=C3)Cl)C(F)(F)F. Drug 2: CC1CCCC2(C(O2)CC(NC(=O)CC(C(C(=O)C(C1O)C)(C)C)O)C(=CC3=CSC(=N3)C)C)C. Cell line: SR. Synergy scores: CSS=70.6, Synergy_ZIP=-0.650, Synergy_Bliss=-6.25, Synergy_Loewe=4.19, Synergy_HSA=-4.99.